From a dataset of Catalyst prediction with 721,799 reactions and 888 catalyst types from USPTO. Predict which catalyst facilitates the given reaction. (1) Reactant: [Cl:1][C:2]1[CH:14]=[C:13]([Cl:15])[CH:12]=[CH:11][C:3]=1[O:4][CH2:5][CH2:6][CH2:7][C:8]([OH:10])=O.C(N(CC)CC)C.C(Cl)(=O)OCC(C)C.[NH2:31][C:32]1[CH:37]=[CH:36][CH:35]=[CH:34][CH:33]=1.Cl. Product: [Cl:1][C:2]1[CH:14]=[C:13]([Cl:15])[CH:12]=[CH:11][C:3]=1[O:4][CH2:5][CH2:6][CH2:7][C:8]([NH:31][C:32]1[CH:37]=[CH:36][CH:35]=[CH:34][CH:33]=1)=[O:10]. The catalyst class is: 4. (2) Reactant: FC(F)(F)C([O-])=O.Br[C:9]1[CH:14]=[CH:13][C:12]([C:15]2[CH2:16][CH2:17][NH2+:18][CH2:19][CH:20]=2)=[CH:11][CH:10]=1.C([O-])([O-])=O.[Na+].[Na+].[CH3:27][N:28]1[CH:32]=[C:31](B2OC(C)(C)C(C)(C)O2)[CH:30]=[N:29]1. The catalyst class is: 184. Product: [CH3:27][N:28]1[CH:32]=[C:31]([C:9]2[CH:14]=[CH:13][C:12]([C:15]3[CH2:16][CH2:17][NH:18][CH2:19][CH:20]=3)=[CH:11][CH:10]=2)[CH:30]=[N:29]1. (3) Reactant: [CH2:1]([O:8][C:9]1[CH:16]=[CH:15][C:12](C=O)=[CH:11][CH:10]=1)[C:2]1[CH:7]=[CH:6][CH:5]=[CH:4][CH:3]=1.[C:17]([NH:21][OH:22])([CH3:20])([CH3:19])[CH3:18].O.[C:24]1(C)C=CC(S(O)(=O)=O)=CC=1. Product: [CH2:1]([O:8][C:9]1[CH:10]=[CH:11][CH:12]=[CH:15][C:16]=1[CH:24]=[N+:21]([C:17]([CH3:20])([CH3:19])[CH3:18])[O-:22])[C:2]1[CH:3]=[CH:4][CH:5]=[CH:6][CH:7]=1. The catalyst class is: 48. (4) Reactant: [OH:1][C:2]1[CH:7]=[C:6]([CH3:8])O[C:4](=[O:9])[CH:3]=1.[CH3:10][C:11]1[N:16]=[CH:15][C:14]([CH:17]([NH2:19])[CH3:18])=[CH:13][CH:12]=1. Product: [OH:1][C:2]1[CH:7]=[C:6]([CH3:8])[N:19]([CH:17]([C:14]2[CH:15]=[N:16][C:11]([CH3:10])=[CH:12][CH:13]=2)[CH3:18])[C:4](=[O:9])[CH:3]=1. The catalyst class is: 6. (5) Reactant: Cl.[CH3:2][S:3]([NH:6][C:7]1[CH:15]=[C:14]2[C:10]([CH:11]=[C:12]([C:16]([OH:18])=O)[NH:13]2)=[CH:9][CH:8]=1)(=[O:5])=[O:4].[CH2:19]([O:23][C:24]1[CH:25]=[C:26]([CH:28]=[C:29]([S:31]([C:34]2[CH:39]=[CH:38][CH:37]=[C:36]([O:40][C:41]([F:44])([F:43])[F:42])[CH:35]=2)(=[O:33])=[O:32])[CH:30]=1)[NH2:27])[CH:20]([CH3:22])[CH3:21].CN(C(ON1N=NC2C=CC=NC1=2)=[N+](C)C)C.F[P-](F)(F)(F)(F)F.CCN(C(C)C)C(C)C. Product: [CH2:19]([O:23][C:24]1[CH:25]=[C:26]([NH:27][C:16]([C:12]2[NH:13][C:14]3[C:10]([CH:11]=2)=[CH:9][CH:8]=[C:7]([NH:6][S:3]([CH3:2])(=[O:4])=[O:5])[CH:15]=3)=[O:18])[CH:28]=[C:29]([S:31]([C:34]2[CH:39]=[CH:38][CH:37]=[C:36]([O:40][C:41]([F:42])([F:43])[F:44])[CH:35]=2)(=[O:33])=[O:32])[CH:30]=1)[CH:20]([CH3:22])[CH3:21]. The catalyst class is: 3.